This data is from Full USPTO retrosynthesis dataset with 1.9M reactions from patents (1976-2016). The task is: Predict the reactants needed to synthesize the given product. (1) Given the product [CH3:14][C@H:11]1[C@:10]2([NH:15][C:16](=[O:22])[O:17][C:18]([CH3:21])([CH3:20])[CH3:19])[C@H:12]1[CH2:13][NH:8][CH2:9]2, predict the reactants needed to synthesize it. The reactants are: C([N:8]1[CH2:13][C@@H:12]2[C@@:10]([NH:15][C:16](=[O:22])[O:17][C:18]([CH3:21])([CH3:20])[CH3:19])([C@@H:11]2[CH3:14])[CH2:9]1)C1C=CC=CC=1.[H][H]. (2) Given the product [CH2:26]([O:28][C:29](=[O:40])[CH2:30][O:31][C:32]1[CH:37]=[CH:36][C:35]([S:38][CH2:2][C:3]2[S:7][C:6]([C:8]3[CH:13]=[CH:12][C:11]([C:14]([F:17])([F:16])[F:15])=[CH:10][CH:9]=3)=[N:5][C:4]=2[CH2:18][CH2:19][C:20]2[CH:25]=[CH:24][CH:23]=[CH:22][CH:21]=2)=[CH:34][C:33]=1[CH3:39])[CH3:27], predict the reactants needed to synthesize it. The reactants are: Cl[CH2:2][C:3]1[S:7][C:6]([C:8]2[CH:13]=[CH:12][C:11]([C:14]([F:17])([F:16])[F:15])=[CH:10][CH:9]=2)=[N:5][C:4]=1[CH2:18][CH2:19][C:20]1[CH:25]=[CH:24][CH:23]=[CH:22][CH:21]=1.[CH2:26]([O:28][C:29](=[O:40])[CH2:30][O:31][C:32]1[CH:37]=[CH:36][C:35]([SH:38])=[CH:34][C:33]=1[CH3:39])[CH3:27].C([O-])([O-])=O.[Cs+].[Cs+]. (3) Given the product [F:32][C:2]([F:1])([F:31])[C:3]1[CH:26]=[C:25]([C:27]([F:29])([F:30])[F:28])[CH:24]=[CH:23][C:4]=1[CH2:5][N:6]1[C:14]2[C:9](=[CH:10][C:11](/[CH:15]=[C:16]3/[C:17](=[O:22])[N:18]([CH2:34][C:35]([N:37]4[CH2:42][CH2:41][O:40][CH2:39][CH2:38]4)=[O:36])[C:19](=[O:21])[S:20]/3)=[CH:12][CH:13]=2)[CH:8]=[CH:7]1, predict the reactants needed to synthesize it. The reactants are: [F:1][C:2]([F:32])([F:31])[C:3]1[CH:26]=[C:25]([C:27]([F:30])([F:29])[F:28])[CH:24]=[CH:23][C:4]=1[CH2:5][N:6]1[C:14]2[C:9](=[CH:10][C:11](/[CH:15]=[C:16]3/[C:17](=[O:22])[NH:18][C:19](=[O:21])[S:20]/3)=[CH:12][CH:13]=2)[CH:8]=[CH:7]1.Br[CH2:34][C:35]([N:37]1[CH2:42][CH2:41][O:40][CH2:39][CH2:38]1)=[O:36]. (4) The reactants are: Cl[CH2:2][C:3]1[CH:8]=[CH:7][C:6]([CH2:9][CH2:10][C:11]2[N:12]=[N:13][C:14]([O:17][CH:18]([C:20]3[CH:25]=[CH:24][CH:23]=[CH:22][CH:21]=3)[CH3:19])=[CH:15][CH:16]=2)=[CH:5][CH:4]=1.[OH:26][CH:27]1[CH2:32][CH2:31][NH:30][CH2:29][CH2:28]1. Given the product [C:20]1([CH:18]([O:17][C:14]2[N:13]=[N:12][C:11]([CH2:10][CH2:9][C:6]3[CH:7]=[CH:8][C:3]([CH2:2][N:30]4[CH2:31][CH2:32][CH:27]([OH:26])[CH2:28][CH2:29]4)=[CH:4][CH:5]=3)=[CH:16][CH:15]=2)[CH3:19])[CH:25]=[CH:24][CH:23]=[CH:22][CH:21]=1, predict the reactants needed to synthesize it.